From a dataset of CYP2C19 inhibition data for predicting drug metabolism from PubChem BioAssay. Regression/Classification. Given a drug SMILES string, predict its absorption, distribution, metabolism, or excretion properties. Task type varies by dataset: regression for continuous measurements (e.g., permeability, clearance, half-life) or binary classification for categorical outcomes (e.g., BBB penetration, CYP inhibition). Dataset: cyp2c19_veith. (1) The compound is CCOC(=O)N1CCN(C(=O)C(C)SCc2ccccc2)CC1. The result is 0 (non-inhibitor). (2) The molecule is CN[C@H](Cc1ccccc1)c1cccc(OC)c1O. The result is 1 (inhibitor). (3) The molecule is Cc1[nH]c2c(C)ccc(C)c2c1CC(=O)O. The result is 1 (inhibitor). (4) The drug is CC(O)(CS(=O)(=O)Cc1ccccc1Cl)C(=O)Nc1cccc(C(F)(F)F)c1. The result is 1 (inhibitor). (5) The molecule is Cc1o[nH]c(=O)c1CC[C@H](N)C(=O)O. The result is 1 (inhibitor). (6) The compound is CN(C)c1ncc2nc(-c3ccc(F)cc3)c(=O)n(C3CC3)c2n1. The result is 0 (non-inhibitor). (7) The drug is FC(F)(F)c1cc(NC(=S)N2c3ccccc3-n3cccc3[C@H]2c2cccnc2)cc(C(F)(F)F)c1. The result is 0 (non-inhibitor). (8) The molecule is COc1cccc(Cn2c(=O)c(-c3cccs3)nc3cnc(N4CCOCC4)nc32)c1. The result is 0 (non-inhibitor). (9) The compound is CS(=O)(=O)N(CC(=O)Nc1cccc(F)c1)c1cccc([N+](=O)[O-])c1. The result is 1 (inhibitor). (10) The molecule is COC(=O)C/C=C\[C@@H](C)[C@@H](/C=N\O[C@@H](C)CN1CCCCc2nc(C)c(C)cc21)NS(=O)(=O)c1ccc(C)cc1. The result is 0 (non-inhibitor).